Dataset: Reaction yield outcomes from USPTO patents with 853,638 reactions. Task: Predict the reaction yield, written as a fraction of the theoretical maximum amount of product (1.0 means a 100% yield; for example, 0.34 means a 34% yield). (1) The reactants are [C:1]([C:3]1[CH:4]=[C:5]([CH:8]=[CH:9][CH:10]=1)[CH:6]=O)#[N:2].[Cl:11][C:12]1[CH:21]=[C:20]2[C:15]([CH:16]=[CH:17][C:18]([CH3:22])=[N:19]2)=[CH:14][CH:13]=1.C([O-])(=O)C.[Na+]. The catalyst is C(OC(=O)C)(=O)C. The product is [Cl:11][C:12]1[CH:21]=[C:20]2[C:15]([CH:16]=[CH:17][C:18]([CH:22]=[CH:6][C:5]3[CH:4]=[C:3]([CH:10]=[CH:9][CH:8]=3)[C:1]#[N:2])=[N:19]2)=[CH:14][CH:13]=1. The yield is 0.920. (2) The reactants are [CH3:1][C:2]1[O:3][C:4]2[C:13]3[C:12](=[CH:14][CH2:15][NH:16][C:17](=[O:20])[CH2:18][CH3:19])[CH2:11][CH2:10][C:9]=3[CH:8]=[CH:7][C:5]=2[N:6]=1. The product is [CH3:1][C:2]1[O:3][C:4]2[C:13]3[CH:12]([CH2:14][CH2:15][NH:16][C:17](=[O:20])[CH2:18][CH3:19])[CH2:11][CH2:10][C:9]=3[CH:8]=[CH:7][C:5]=2[N:6]=1. The yield is 0.850. The catalyst is CO.[C].[Pd]. (3) The reactants are [NH2:1][C:2]1[C:13]([CH3:14])=[C:12]([CH3:15])[C:5]2[C:6](=[O:11])[C:7]([CH3:10])([CH3:9])[O:8][C:4]=2[C:3]=1[CH3:16].[CH:17](O)=[O:18]. The product is [CH3:10][C:7]1([CH3:9])[C:6](=[O:11])[C:5]2[C:12]([CH3:15])=[C:13]([CH3:14])[C:2]([NH:1][CH:17]=[O:18])=[C:3]([CH3:16])[C:4]=2[O:8]1. No catalyst specified. The yield is 0.810. (4) The catalyst is O1CCCC1.[Cl-].[Na+].O. The reactants are [NH2:1][CH:2]([C:12]1[C:13]([O:23][CH2:24][CH3:25])=[C:14]([C:20](=[O:22])[CH3:21])[CH:15]=[C:16]([Cl:19])[C:17]=1[F:18])[CH2:3][O:4][Si:5]([C:8]([CH3:11])([CH3:10])[CH3:9])([CH3:7])[CH3:6].[C:26]([O:30][C:31](O[C:31]([O:30][C:26]([CH3:29])([CH3:28])[CH3:27])=[O:32])=[O:32])([CH3:29])([CH3:28])[CH3:27].C(N(CC)C(C)C)(C)C. The yield is 0.600. The product is [C:20]([C:14]1[C:13]([O:23][CH2:24][CH3:25])=[C:12]([CH:2]([NH:1][C:31](=[O:32])[O:30][C:26]([CH3:29])([CH3:28])[CH3:27])[CH2:3][O:4][Si:5]([C:8]([CH3:11])([CH3:10])[CH3:9])([CH3:7])[CH3:6])[C:17]([F:18])=[C:16]([Cl:19])[CH:15]=1)(=[O:22])[CH3:21]. (5) The reactants are [CH2:1]([N:4]([CH3:9])[CH2:5][C@H:6]([OH:8])[CH3:7])[CH:2]=[CH2:3].[Cl:10][C:11]1[CH:12]=[C:13]([NH:25][C:26]2[C:35]3[C:30](=[CH:31][CH:32]=[CH:33][C:34]=3F)[N:29]=[CH:28][N:27]=2)[CH:14]=[CH:15][C:16]=1[O:17][CH2:18][C:19]1[CH:24]=[CH:23][CH:22]=[CH:21][N:20]=1.ClC1C=C(NC2C3C(=CC=CC=3OCCNC)N=CN=2)C=CC=1OCC1C=CC=CN=1. No catalyst specified. The product is [CH2:1]([N:4]([CH3:9])[CH2:5][C@@H:6]([CH3:7])[O:8][C:34]1[CH:33]=[CH:32][CH:31]=[C:30]2[C:35]=1[C:26]([NH:25][C:13]1[CH:14]=[CH:15][C:16]([O:17][CH2:18][C:19]3[CH:24]=[CH:23][CH:22]=[CH:21][N:20]=3)=[C:11]([Cl:10])[CH:12]=1)=[N:27][CH:28]=[N:29]2)[CH:2]=[CH2:3]. The yield is 0.530. (6) The reactants are [CH:1]1([C:5]2O[C:17](=[O:19])[C:16]3[C:15](=[O:20])[C:14]4[CH:13]=[CH:12][CH:11]=[CH:10][C:9]=4[NH:8][C:7]=3[CH:6]=2)[CH2:4][CH2:3][CH2:2]1.[NH2:21][N:22]1[CH2:26][CH2:25][CH2:24][CH2:23]1. The catalyst is CC(N(C)C)=O. The product is [CH:1]1([C:5]2[N:21]([N:22]3[CH2:26][CH2:25][CH2:24][CH2:23]3)[C:17](=[O:19])[C:16]3[C:15](=[O:20])[C:14]4[CH:13]=[CH:12][CH:11]=[CH:10][C:9]=4[NH:8][C:7]=3[CH:6]=2)[CH2:2][CH2:3][CH2:4]1. The yield is 0.820. (7) The reactants are [CH3:1][O:2][C:3]1[CH:4]=[C:5]([CH:8]=[C:9]([O:11][CH3:12])[CH:10]=1)[C:6]#N.[CH:13]1([Mg]Cl)[CH2:17][CH2:16][CH2:15][CH2:14]1.O.S(=O)(=O)(O)[OH:22]. The catalyst is C1COCC1.C(OCC)C. The product is [CH:13]1([C:6]([C:5]2[CH:4]=[C:3]([O:2][CH3:1])[CH:10]=[C:9]([O:11][CH3:12])[CH:8]=2)=[O:22])[CH2:17][CH2:16][CH2:15][CH2:14]1. The yield is 0.820. (8) The reactants are [CH3:1][O:2][C:3]([C:5]1[N:6]([NH2:10])[CH:7]=[N:8][CH:9]=1)=[O:4].[CH2:11]([N:18]1[CH2:22][CH:21]([C:23]([F:26])([F:25])[F:24])[CH:20]([C:27](O)=[O:28])[CH2:19]1)[C:12]1[CH:17]=[CH:16][CH:15]=[CH:14][CH:13]=1.CCN(C(C)C)C(C)C.CN(C(ON1N=NC2C=CC=NC1=2)=[N+](C)C)C.F[P-](F)(F)(F)(F)F. The catalyst is CN(C=O)C. The product is [CH3:1][O:2][C:3]([C:5]1[N:6]([NH:10][C:27]([CH:20]2[CH:21]([C:23]([F:25])([F:24])[F:26])[CH2:22][N:18]([CH2:11][C:12]3[CH:17]=[CH:16][CH:15]=[CH:14][CH:13]=3)[CH2:19]2)=[O:28])[CH:7]=[N:8][CH:9]=1)=[O:4]. The yield is 0.856. (9) The reactants are N[C:2]1[CH:3]=[CH:4][C:5]([CH3:13])=[C:6]([CH:12]=1)[C:7]([O:9][CH2:10][CH3:11])=[O:8].N([O-])=O.[Na+].[BrH:18]. The catalyst is O.C(OCC)C.[Cu]Br. The product is [Br:18][C:2]1[CH:3]=[CH:4][C:5]([CH3:13])=[C:6]([CH:12]=1)[C:7]([O:9][CH2:10][CH3:11])=[O:8]. The yield is 0.690.